This data is from Full USPTO retrosynthesis dataset with 1.9M reactions from patents (1976-2016). The task is: Predict the reactants needed to synthesize the given product. (1) The reactants are: [CH:1]1([NH:7][C:8]2[N:13]=[CH:12][N:11]=[C:10]([C:14]([OH:16])=O)[CH:9]=2)[CH2:6][CH2:5][CH2:4][CH2:3][CH2:2]1.[NH2:17][C:18]1[C:23]([CH3:24])=[CH:22][C:21]([OH:25])=[C:20]([CH3:26])[CH:19]=1. Given the product [CH:1]1([NH:7][C:8]2[N:13]=[CH:12][N:11]=[C:10]([C:14]([NH:17][C:18]3[CH:19]=[C:20]([CH3:26])[C:21]([OH:25])=[CH:22][C:23]=3[CH3:24])=[O:16])[CH:9]=2)[CH2:2][CH2:3][CH2:4][CH2:5][CH2:6]1, predict the reactants needed to synthesize it. (2) Given the product [CH2:11]([CH:10]([CH2:16][CH:15]=[CH2:14])[CH:4]([OH:3])[CH2:5][C:6]([O:8][CH3:9])=[O:7])[CH2:12][CH3:13], predict the reactants needed to synthesize it. The reactants are: [H-].[Na+].[O:3]=[C:4]([CH2:10][CH2:11][CH2:12][CH3:13])[CH2:5][C:6]([O:8][CH3:9])=[O:7].[CH2:14]([Li])[CH2:15][CH2:16]C.C(Br)C=C.Cl.[Cl-].[NH4+].[BH4-].[Na+]. (3) Given the product [CH2:22]([O:29][C:26](=[O:27])[CH:7]([NH:6][S:39]([C:36]1[CH:37]=[CH:38][C:33]([Cl:32])=[CH:34][CH:35]=1)(=[O:41])=[O:40])[CH2:8][CH2:9][CH:10]=[CH2:11])[CH3:23], predict the reactants needed to synthesize it. The reactants are: C(OC(=O)C[N:6]=[C:7](C1C=CC=CC=1)[C:8]1C=C[CH:11]=[CH:10][CH:9]=1)C.Br[CH2:22][CH2:23]C=C.[C:26]([O-:29])([O-])=[O:27].[K+].[K+].[Cl:32][C:33]1[CH:38]=[CH:37][C:36]([S:39](Cl)(=[O:41])=[O:40])=[CH:35][CH:34]=1.CCN(CC)CC.Cl. (4) The reactants are: [N:1]1([CH2:6][CH2:7][CH2:8][O:9][C:10]2[CH:15]=[CH:14][C:13]([C:16]3([C:22]#[N:23])[CH2:21][CH2:20][O:19][CH2:18][CH2:17]3)=[CH:12][CH:11]=2)[CH2:5][CH2:4][CH2:3][CH2:2]1.Cl[CH2:25]CCN1CCCC1C.C([O-])([O-])=O.[K+].[K+]. Given the product [CH3:25][CH:2]1[CH2:3][CH2:4][CH2:5][N:1]1[CH2:6][CH2:7][CH2:8][O:9][C:10]1[CH:15]=[CH:14][C:13]([C:16]2([C:22]#[N:23])[CH2:17][CH2:18][O:19][CH2:20][CH2:21]2)=[CH:12][CH:11]=1, predict the reactants needed to synthesize it. (5) The reactants are: Cl.[N:2]1([C:8]2[CH:17]=[N:16][C:15]3[C:10](=[CH:11][CH:12]=[CH:13][CH:14]=3)[N:9]=2)[CH2:7][CH2:6][NH:5][CH2:4][CH2:3]1.[CH:18]([O:21][C:22]1[CH:30]=[CH:29][C:28]([S:31]([CH3:34])(=[O:33])=[O:32])=[CH:27][C:23]=1[C:24](O)=[O:25])([CH3:20])[CH3:19].C(OCC)(=O)C. Given the product [CH:18]([O:21][C:22]1[CH:30]=[CH:29][C:28]([S:31]([CH3:34])(=[O:33])=[O:32])=[CH:27][C:23]=1[C:24]([N:5]1[CH2:4][CH2:3][N:2]([C:8]2[CH:17]=[N:16][C:15]3[C:10](=[CH:11][CH:12]=[CH:13][CH:14]=3)[N:9]=2)[CH2:7][CH2:6]1)=[O:25])([CH3:20])[CH3:19], predict the reactants needed to synthesize it. (6) Given the product [C:1]1([CH3:21])[CH:6]=[CH:5][C:4]([C:7]2[N:12]=[C:11]([C:13]3[CH:14]=[C:25]([CH:18]=[CH:19][CH:20]=3)[C:24]([OH:22])=[O:26])[CH:10]=[CH:9][N:8]=2)=[CH:3][CH:2]=1, predict the reactants needed to synthesize it. The reactants are: [C:1]1([CH3:21])[CH:6]=[CH:5][C:4]([C:7]2[N:12]=[C:11]([C:13]3[CH:14]=C([CH:18]=[CH:19][CH:20]=3)C#N)[CH:10]=[CH:9][N:8]=2)=[CH:3][CH:2]=1.[OH-:22].[Na+].[CH2:24]([OH:26])[CH3:25]. (7) Given the product [Cl:1][C:2]1[N:7]=[C:6]([C:8]([OH:10])([CH3:12])[CH3:9])[C:5]([F:11])=[CH:4][N:3]=1, predict the reactants needed to synthesize it. The reactants are: [Cl:1][C:2]1[N:7]=[C:6]([C:8](=[O:10])[CH3:9])[C:5]([F:11])=[CH:4][N:3]=1.[CH3:12][Mg]Br.C(OCC)C.